Task: Binary Classification. Given a drug SMILES string, predict its activity (active/inactive) in a high-throughput screening assay against a specified biological target.. Dataset: HIV replication inhibition screening data with 41,000+ compounds from the AIDS Antiviral Screen (1) The drug is COC(=O)c1c(CC(=O)O)oc2c1CCCC2. The result is 0 (inactive). (2) The compound is COc1ccccc1NC(=O)C1=C(C)NC(C)=C(C(=O)Nc2ccccc2OC)C1c1ccc(C(C)C)cc1. The result is 0 (inactive). (3) The molecule is CSc1nc(S)nc2[nH]nc(C)c12. The result is 0 (inactive). (4) The compound is O=C(O)CN1CCSc2ccccc2CN(CC(=O)O)CCSc2ccccc2C1. The result is 0 (inactive). (5) The compound is CC1(C)OCC2OC3(CO)NP(=O)(N(CCCl)CCCl)OC3C2O1. The result is 0 (inactive). (6) The result is 0 (inactive). The molecule is COc1cc2c(c(OC)c1OC)CCc1cnoc1-2. (7) The compound is CSC12c3cc(C)n(-c4ccc([N+](=O)[O-])cc4)c3CC(C)(C)CN1C(=O)C2Oc1ccccc1. The result is 0 (inactive).